Predict the reaction yield, written as a fraction of the theoretical maximum amount of product (1.0 means a 100% yield; for example, 0.34 means a 34% yield). From a dataset of Reaction yield outcomes from USPTO patents with 853,638 reactions. (1) The reactants are [Cl-].[NH4+].[CH:3]1([C:6]2[CH:11]=[CH:10][N:9]=[CH:8][C:7]=2[N+:12]([O-])=O)[CH2:5][CH2:4]1.CO. The catalyst is C1COCC1.C(Cl)(Cl)Cl.[Zn]. The product is [CH:3]1([C:6]2[CH:11]=[CH:10][N:9]=[CH:8][C:7]=2[NH2:12])[CH2:5][CH2:4]1. The yield is 1.00. (2) The reactants are [F:1][C:2]1[C:7]([F:8])=[CH:6][C:5]([C:9]2[CH:14]=[CH:13][C:12]([O:15][CH2:16][CH:17]3[CH2:22][CH2:21][CH2:20][NH:19][CH2:18]3)=[CH:11][CH:10]=2)=[C:4]([O:23][CH3:24])[CH:3]=1.[C:25](Cl)(Cl)=[O:26].C([O:31][C:32](=[O:42])[CH2:33][NH:34][CH2:35][C:36]1[CH:41]=[CH:40][CH:39]=[CH:38][CH:37]=1)C.O.[OH-].[Li+]. The catalyst is O1CCCC1.C1(C)C=CC=CC=1.C(Cl)Cl.CO.O.C(N(CC)CC)C. The product is [CH2:35]([N:34]([CH2:33][C:32]([OH:31])=[O:42])[C:25]([N:19]1[CH2:20][CH2:21][CH2:22][CH:17]([CH2:16][O:15][C:12]2[CH:13]=[CH:14][C:9]([C:5]3[CH:6]=[C:7]([F:8])[C:2]([F:1])=[CH:3][C:4]=3[O:23][CH3:24])=[CH:10][CH:11]=2)[CH2:18]1)=[O:26])[C:36]1[CH:37]=[CH:38][CH:39]=[CH:40][CH:41]=1. The yield is 0.850. (3) The reactants are Cl[C:2]1[CH:11]=[C:10]2[C:5]([C:6]([C:28]3[CH:29]=[C:30](/[CH:34]=[CH:35]/[C:36]([O:38][CH2:39][CH3:40])=[O:37])[CH:31]=[CH:32][CH:33]=3)=[C:7]([CH2:13][C:14]([NH:16][C:17]3[CH:22]=[CH:21][C:20]([F:23])=[CH:19][C:18]=3[C:24]([F:27])([F:26])[F:25])=[O:15])[C:8](=[O:12])[O:9]2)=[CH:4][CH:3]=1. The yield is 0.540. The catalyst is C(O)C.CN(C)C=O.[C].[Pd]. The product is [F:23][C:20]1[CH:21]=[CH:22][C:17]([NH:16][C:14](=[O:15])[CH2:13][C:7]2[C:8](=[O:12])[O:9][C:10]3[C:5]([C:6]=2[C:28]2[CH:29]=[C:30]([CH2:34][CH2:35][C:36]([O:38][CH2:39][CH3:40])=[O:37])[CH:31]=[CH:32][CH:33]=2)=[CH:4][CH:3]=[CH:2][CH:11]=3)=[C:18]([C:24]([F:27])([F:25])[F:26])[CH:19]=1. (4) The reactants are [CH3:1][O:2][C:3](=[O:13])/[CH:4]=[CH:5]\[C:6]1[CH:11]=[CH:10][C:9](F)=[CH:8][CH:7]=1.CO[CH2:16][N:17]([CH2:23][C:24]1[CH:29]=[CH:28][CH:27]=[CH:26][CH:25]=1)[CH2:18][Si](C)(C)C.[F:30]C(F)(F)C(O)=O. The catalyst is ClCCl. The product is [CH3:1][O:2][C:3]([CH:4]1[CH:5]([C:6]2[CH:11]=[CH:10][CH:9]=[CH:8][C:7]=2[F:30])[CH2:18][N:17]([CH2:23][C:24]2[CH:29]=[CH:28][CH:27]=[CH:26][CH:25]=2)[CH2:16]1)=[O:13]. The yield is 0.870. (5) The reactants are [F:1][C:2]([F:22])([F:21])[CH2:3][O:4][CH:5]1[CH2:8][CH:7]([O:9][C:10]2[CH:15]=[CH:14][N:13]=[C:12]([CH2:16][C:17](OC)=[O:18])[CH:11]=2)[CH2:6]1.[NH3:23].CO. No catalyst specified. The product is [F:1][C:2]([F:22])([F:21])[CH2:3][O:4][CH:5]1[CH2:8][CH:7]([O:9][C:10]2[CH:15]=[CH:14][N:13]=[C:12]([CH2:16][C:17]([NH2:23])=[O:18])[CH:11]=2)[CH2:6]1. The yield is 0.980. (6) The yield is 0.640. The catalyst is C(Cl)(Cl)Cl.CO. The product is [ClH:1].[CH:32]1[C:41]2[CH2:40][CH2:39][CH2:38][CH2:37][C:36]=2[CH:35]=[C:34]([CH2:42][NH:3][CH:4]2[CH2:5][CH2:6][N:7]([CH2:10][C@H:11]3[N:21]4[C:22]5[N:13]([C:14](=[O:24])[CH:15]=[CH:16][C:17]=5[CH:18]=[CH:19][C:20]4=[O:23])[CH2:12]3)[CH2:8][CH2:9]2)[N:33]=1. The reactants are [ClH:1].Cl.[NH2:3][CH:4]1[CH2:9][CH2:8][N:7]([CH2:10][C@H:11]2[N:21]3[C:22]4[N:13]([C:14](=[O:24])[CH:15]=[CH:16][C:17]=4[CH:18]=[CH:19][C:20]3=[O:23])[CH2:12]2)[CH2:6][CH2:5]1.C(N(CC)CC)C.[CH:32]1[C:41]2[CH2:40][CH2:39][CH2:38][CH2:37][C:36]=2[CH:35]=[C:34]([CH:42]=O)[N:33]=1.[BH-](OC(C)=O)(OC(C)=O)OC(C)=O.[Na+].C([O-])(O)=O.[Na+]. (7) The reactants are [CH3:1][O:2][C:3]1[CH:12]=[CH:11][C:6]2[C:7](=[O:10])[CH2:8][O:9][C:5]=2[C:4]=1[CH2:13][N:14]1[CH2:19][CH2:18][O:17][CH2:16][CH2:15]1.[NH:20]1[C:28]2[C:23](=[CH:24][CH:25]=[CH:26][CH:27]=2)[C:22]([CH:29]=O)=[CH:21]1.N1CCCCC1. The yield is 0.100. The product is [NH:20]1[C:28]2[C:23](=[CH:24][CH:25]=[CH:26][CH:27]=2)[C:22](/[CH:29]=[C:8]2\[O:9][C:5]3[C:4]([CH2:13][N:14]4[CH2:19][CH2:18][O:17][CH2:16][CH2:15]4)=[C:3]([O:2][CH3:1])[CH:12]=[CH:11][C:6]=3[C:7]\2=[O:10])=[CH:21]1. The catalyst is CO.C(OCC)(=O)C. (8) The reactants are [I:1][C:2]1[C:3]2[S:9][CH:8]=[CH:7][C:4]=2[NH:5][N:6]=1.C(N(CC)CC)C.[C:17]([O:21][C:22](O[C:22]([O:21][C:17]([CH3:20])([CH3:19])[CH3:18])=[O:23])=[O:23])([CH3:20])([CH3:19])[CH3:18]. The catalyst is ClCCl.CN(C)C1C=CN=CC=1. The product is [C:17]([O:21][C:22]([N:5]1[C:4]2[CH:7]=[CH:8][S:9][C:3]=2[C:2]([I:1])=[N:6]1)=[O:23])([CH3:20])([CH3:19])[CH3:18]. The yield is 0.810.